The task is: Binary Classification. Given a miRNA mature sequence and a target amino acid sequence, predict their likelihood of interaction.. This data is from Experimentally validated miRNA-target interactions with 360,000+ pairs, plus equal number of negative samples. (1) The miRNA is hsa-miR-181a-3p with sequence ACCAUCGACCGUUGAUUGUACC. The protein sequence of the target gene is MSPEKQHREEDEVDSVLLSASKILNSSEGVKESGCSDTEYGCIAESENQIQPQSALKVLQQQLESFQALRMQTLQNVSMVQSEISEILNKSIIEVENPQFSSEKNLVFGTRIEKDLPTENQEENLSMEKSHHFEDSKTLHSVEEKLSGDSVNSLPQSVNVPSQIHSEDTLTLRTSTDNLSSNIIIHPSENSDILKNYNNFYRFLPTAPPNVMSQADTVILDKSKITVPFLKHGFCENLDDICHSIKQMKEELQKSHDGEVALTNELQTLQTDPDVHRNGKYDMSPIHQDKMNFIKEENLD.... Result: 0 (no interaction). (2) The miRNA is mmu-miR-3090-3p with sequence UCCCAGGUGACACCCUGACUCA. The protein sequence of the target gene is MEVVPAEVNSLLPDDIMDTAITLVDEDSIEAVIVSSPIPMETELEEIVNINSTGDSTATPISTEPITVYSNHTNQVAVNTTVSKADSNTTVKPAFPSGLQKLGAQTPVTISANQIILNKVSQTSDLKLGNQTLKPDGQKLILTTLGKSGSPIVLALPHSQLPQAQKVTAQAQPGDAKLPPQQIKVVTIGGRPEVKPVIGVSALTPGSQLINTTTQPSVLQTQQLKTVQIAKKPRTPTSGPVITKLIFAKPINSKAVTGQTTQASPPVVTGRVLSQSTPGTPSKTITISESGVIGSTLNST.... Result: 0 (no interaction).